From a dataset of Reaction yield outcomes from USPTO patents with 853,638 reactions. Predict the reaction yield, written as a fraction of the theoretical maximum amount of product (1.0 means a 100% yield; for example, 0.34 means a 34% yield). (1) The reactants are [Br:1][C:2]1[CH:3]=[C:4]([CH:6]=[CH:7][CH:8]=1)[NH2:5].[C:9](O[C:9]([O:11][C:12]([CH3:15])([CH3:14])[CH3:13])=[O:10])([O:11][C:12]([CH3:15])([CH3:14])[CH3:13])=[O:10]. The catalyst is ClCCl. The product is [Br:1][C:2]1[CH:3]=[C:4]([NH:5][C:9](=[O:10])[O:11][C:12]([CH3:15])([CH3:14])[CH3:13])[CH:6]=[CH:7][CH:8]=1. The yield is 0.980. (2) The reactants are [C@@H:1]12[CH2:7][NH:6][C@@H:5]1[CH2:4][N:3]([C:8]([O:10][CH2:11][C:12]1[CH:17]=[CH:16][CH:15]=[CH:14][CH:13]=1)=[O:9])[CH2:2]2.[Cl:18][C:19]1[CH:24]=[CH:23][C:22](Br)=[CH:21][N:20]=1. No catalyst specified. The product is [Cl:18][C:19]1[N:20]=[CH:21][C:22]([N:6]2[CH2:7][C@@H:1]3[C@H:5]2[CH2:4][N:3]([C:8]([O:10][CH2:11][C:12]2[CH:17]=[CH:16][CH:15]=[CH:14][CH:13]=2)=[O:9])[CH2:2]3)=[CH:23][CH:24]=1. The yield is 0.510. (3) The reactants are [CH2:1]([O:3][C:4]([C:6]1[C:10]([CH3:11])=[C:9](I)[N:8]([CH3:13])[C:7]=1[CH3:14])=[O:5])[CH3:2].[CH3:15][O:16][C:17]1[C:22]([N+:23]([O-:25])=[O:24])=[CH:21][CH:20]=[CH:19][C:18]=1B1OC(C)(C)C(C)(C)O1.C(=O)([O-])[O-].[Na+].[Na+].O. The catalyst is O1CCOCC1.C1C=CC([P]([Pd]([P](C2C=CC=CC=2)(C2C=CC=CC=2)C2C=CC=CC=2)([P](C2C=CC=CC=2)(C2C=CC=CC=2)C2C=CC=CC=2)[P](C2C=CC=CC=2)(C2C=CC=CC=2)C2C=CC=CC=2)(C2C=CC=CC=2)C2C=CC=CC=2)=CC=1. The product is [CH2:1]([O:3][C:4]([C:6]1[C:10]([CH3:11])=[C:9]([C:18]2[CH:19]=[CH:20][CH:21]=[C:22]([N+:23]([O-:25])=[O:24])[C:17]=2[O:16][CH3:15])[N:8]([CH3:13])[C:7]=1[CH3:14])=[O:5])[CH3:2]. The yield is 0.404. (4) The reactants are [NH2:1][C:2]1[CH:7]=[C:6]([CH3:8])[CH:5]=[C:4]([CH3:9])[C:3]=1[OH:10].[Br:11][C:12]1[CH:17]=[CH:16][C:15]([N:18]=[C:19]=S)=[CH:14][CH:13]=1.C(N(CC)CC)C. The catalyst is O1CCCC1.S([O-])([O-])(=O)=O.[Cu+2]. The product is [Br:11][C:12]1[CH:17]=[CH:16][C:15]([NH:18][C:19]2[O:10][C:3]3[C:4]([CH3:9])=[CH:5][C:6]([CH3:8])=[CH:7][C:2]=3[N:1]=2)=[CH:14][CH:13]=1. The yield is 0.900. (5) The reactants are [Br:1][C:2]1[CH:3]=[C:4]([C:8](=[S:10])[NH2:9])[CH:5]=[N:6][CH:7]=1.Br[CH:12]1[C:17](=O)[CH2:16][CH2:15][O:14][CH2:13]1. The catalyst is CCO. The product is [Br:1][C:2]1[CH:3]=[C:4]([C:8]2[S:10][C:12]3[CH2:13][O:14][CH2:15][CH2:16][C:17]=3[N:9]=2)[CH:5]=[N:6][CH:7]=1. The yield is 0.0640. (6) The reactants are FC(F)(F)C1C=C(NC(=O)NC2C=CC(C3SC(CCC(OC)=O)=NC=3)=CC=2)C=CC=1.[NH2:32][C:33]1[CH:38]=[CH:37][C:36]([C:39]2[S:43][C:42]([CH2:44][CH2:45][C:46]([CH3:58])([CH3:57])[C:47]([NH:49][S:50]([C:53]([F:56])([F:55])[F:54])(=[O:52])=[O:51])=[O:48])=[N:41][CH:40]=2)=[CH:35][CH:34]=1.[Cl:59][C:60]1[CH:65]=[CH:64][CH:63]=[CH:62][C:61]=1[N:66]=[C:67]=[O:68]. No catalyst specified. The product is [Cl:59][C:60]1[CH:65]=[CH:64][CH:63]=[CH:62][C:61]=1[NH:66][C:67](=[O:68])[NH:32][C:33]1[CH:34]=[CH:35][C:36]([C:39]2[S:43][C:42]([CH2:44][CH2:45][C:46]([CH3:58])([CH3:57])[C:47]([NH:49][S:50]([C:53]([F:54])([F:55])[F:56])(=[O:52])=[O:51])=[O:48])=[N:41][CH:40]=2)=[CH:37][CH:38]=1. The yield is 0.480. (7) The reactants are [CH3:1][O:2][C:3](=[O:25])[CH2:4][C:5]1[C:14]([CH3:15])=[C:13](OS(C(F)(F)F)(=O)=O)[C:12]2[C:7](=[CH:8][CH:9]=[C:10]([F:24])[CH:11]=2)[CH:6]=1.CC1(C)C(C)(C)OB([CH2:34][C:35]2[CH:40]=[CH:39][C:38]([CH3:41])=[CH:37][CH:36]=2)O1.C1(P(C2CCCCC2)C2C=CC=CC=2C2C(OC)=CC=CC=2OC)CCCCC1.P([O-])([O-])([O-])=O.[K+].[K+].[K+]. The catalyst is C(OCC)(=O)C.C([O-])(=O)C.[Pd+2].C([O-])(=O)C.O.C1(C)C=CC=CC=1. The product is [CH3:1][O:2][C:3](=[O:25])[CH2:4][C:5]1[C:14]([CH3:15])=[C:13]([CH2:34][C:35]2[CH:40]=[CH:39][C:38]([CH3:41])=[CH:37][CH:36]=2)[C:12]2[C:7](=[CH:8][CH:9]=[C:10]([F:24])[CH:11]=2)[CH:6]=1. The yield is 0.749.